From a dataset of Full USPTO retrosynthesis dataset with 1.9M reactions from patents (1976-2016). Predict the reactants needed to synthesize the given product. (1) Given the product [F:21][C:5]1[CH:4]=[CH:3][C:2]2[N:1]=[C:23]([C:25]([F:28])([F:27])[F:26])[N:8]([C:9]3[C:10]([CH3:19])=[C:11]([CH:16]=[CH:17][CH:18]=3)[C:12]([O:14][CH3:15])=[O:13])[C:7]=2[C:6]=1[F:20], predict the reactants needed to synthesize it. The reactants are: [NH2:1][C:2]1[C:7]([NH:8][C:9]2[C:10]([CH3:19])=[C:11]([CH:16]=[CH:17][CH:18]=2)[C:12]([O:14][CH3:15])=[O:13])=[C:6]([F:20])[C:5]([F:21])=[CH:4][CH:3]=1.O([C:23]([C:25]([F:28])([F:27])[F:26])=O)[C:23]([C:25]([F:28])([F:27])[F:26])=O.[C:23](O)([C:25]([F:28])([F:27])[F:26])=O. (2) Given the product [C:11]([O:10][C:8](=[O:9])[CH:7]([C:15]1[CH:20]=[C:19]([C:21]([O:23][CH3:24])=[O:22])[C:18]([F:25])=[CH:17][C:16]=1[NH2:26])[C:6]([O:5][C:1]([CH3:4])([CH3:3])[CH3:2])=[O:29])([CH3:12])([CH3:13])[CH3:14], predict the reactants needed to synthesize it. The reactants are: [C:1]([O:5][C:6](=[O:29])[CH:7]([C:15]1[CH:20]=[C:19]([C:21]([O:23][CH3:24])=[O:22])[C:18]([F:25])=[CH:17][C:16]=1[N+:26]([O-])=O)[C:8]([O:10][C:11]([CH3:14])([CH3:13])[CH3:12])=[O:9])([CH3:4])([CH3:3])[CH3:2]. (3) Given the product [CH3:1][N:2]1[CH2:6][CH:5]([C:9]2[CH:10]=[C:11]3[C:17]([C:18]4[CH:23]=[CH:22][CH:21]=[CH:20][CH:19]=4)=[N:16][NH:15][C:12]3=[CH:13][N:14]=2)[CH2:4][C:3]1=[O:30], predict the reactants needed to synthesize it. The reactants are: [CH3:1][N:2]1[CH:6](NC)[CH:5]([C:9]2[CH:10]=[C:11]3[C:17]([C:18]4[CH:23]=[CH:22][CH:21]=[CH:20][CH:19]=4)=[N:16][N:15](C4CCCCO4)[C:12]3=[CH:13][N:14]=2)[CH2:4][C:3]1=[O:30].FC(F)(F)C(O)=O.C([SiH](CC)CC)C. (4) The reactants are: [H-].[Al+3].[Li+].[H-].[H-].[H-].[NH2:7][C@@H:8]([C:14]1[CH:19]=[CH:18][CH:17]=[CH:16][CH:15]=1)[C@H:9]([CH3:13])[C:10]([NH2:12])=O. Given the product [CH3:13][C@H:9]([CH2:10][NH2:12])[C@H:8]([C:14]1[CH:19]=[CH:18][CH:17]=[CH:16][CH:15]=1)[NH2:7], predict the reactants needed to synthesize it. (5) Given the product [CH2:28]([NH:32][C:24]([CH2:25][C:5]1[C:4]2[C:8](=[CH:9][CH:10]=[C:2]([F:1])[CH:3]=2)[N:7]([CH2:11][C:12]2[C:21]3[C:16](=[CH:17][CH:18]=[CH:19][CH:20]=3)[CH:15]=[CH:14][CH:13]=2)[C:6]=1[C:22]([OH:23])=[O:27])=[O:26])[CH2:29][CH2:30][CH3:31], predict the reactants needed to synthesize it. The reactants are: [F:1][C:2]1[CH:3]=[C:4]2[C:8](=[CH:9][CH:10]=1)[N:7]([CH2:11][C:12]1[C:21]3[C:16](=[CH:17][CH:18]=[CH:19][CH:20]=3)[CH:15]=[CH:14][CH:13]=1)[C:6]1[C:22](=[O:27])[O:23][C:24](=[O:26])[CH2:25][C:5]2=1.[CH2:28]([NH2:32])[CH2:29][CH2:30][CH3:31]. (6) Given the product [Cl:3][C:4]1[CH:9]=[C:8]([Cl:10])[CH:7]=[CH:6][C:5]=1[C:11]1[CH:16]=[CH:15][C:14]([NH:17][C:18]([C:20]2[CH:25]=[C:24]([F:26])[C:23]([F:27])=[CH:22][C:21]=2[C:28]2[CH:29]=[CH:30][C:31]([C:34]([NH:36][CH2:37][CH2:38][C:39]([OH:41])=[O:40])=[O:35])=[N:32][CH:33]=2)=[O:19])=[CH:13][CH:12]=1, predict the reactants needed to synthesize it. The reactants are: [OH-].[Na+].[Cl:3][C:4]1[CH:9]=[C:8]([Cl:10])[CH:7]=[CH:6][C:5]=1[C:11]1[CH:16]=[CH:15][C:14]([NH:17][C:18]([C:20]2[CH:25]=[C:24]([F:26])[C:23]([F:27])=[CH:22][C:21]=2[C:28]2[CH:29]=[CH:30][C:31]([C:34]([NH:36][CH2:37][CH2:38][C:39]([O:41]CC)=[O:40])=[O:35])=[N:32][CH:33]=2)=[O:19])=[CH:13][CH:12]=1. (7) Given the product [NH:3]1[CH:4]=[CH:5][N:1]=[C:2]1[CH2:6][N:7]([CH2:37][C:33]1[N:32]([CH3:31])[CH:36]=[CH:35][N:34]=1)[CH2:8][C:9]1[CH:30]=[CH:29][C:12]2[N:13]=[C:14]([CH2:19][CH2:20][CH2:21][CH2:22][N:23]3[CH2:28][CH2:27][CH2:26][CH2:25][CH2:24]3)[N:15]([CH2:16][CH2:17][CH3:18])[C:11]=2[CH:10]=1, predict the reactants needed to synthesize it. The reactants are: [NH:1]1[CH:5]=[CH:4][N:3]=[C:2]1[CH2:6][NH:7][CH2:8][C:9]1[CH:30]=[CH:29][C:12]2[N:13]=[C:14]([CH2:19][CH2:20][CH2:21][CH2:22][N:23]3[CH2:28][CH2:27][CH2:26][CH2:25][CH2:24]3)[N:15]([CH2:16][CH2:17][CH3:18])[C:11]=2[CH:10]=1.[CH3:31][N:32]1[CH:36]=[CH:35][N:34]=[C:33]1[CH:37]=O.C([BH3-])#N.[Na+].C(O)(=O)C.